Dataset: Forward reaction prediction with 1.9M reactions from USPTO patents (1976-2016). Task: Predict the product of the given reaction. (1) Given the reactants [C:1]([CH2:3][C:4]1([N:28]2[CH:32]=[C:31]([C:33]3[C:34]4[CH:41]=[CH:40][N:39](COCC[Si](C)(C)C)[C:35]=4[N:36]=[CH:37][N:38]=3)[CH:30]=[N:29]2)[CH2:7][N:6]([CH:8]2[CH2:13][CH2:12][N:11]([C:14]([NH:16][C:17]3[CH:22]=[CH:21][C:20]([F:23])=[CH:19][C:18]=3[C:24]([F:27])([F:26])[F:25])=[O:15])[CH2:10][CH2:9]2)[CH2:5]1)#[N:2].C(N)CN, predict the reaction product. The product is: [C:1]([CH2:3][C:4]1([N:28]2[CH:32]=[C:31]([C:33]3[C:34]4[CH:41]=[CH:40][NH:39][C:35]=4[N:36]=[CH:37][N:38]=3)[CH:30]=[N:29]2)[CH2:7][N:6]([CH:8]2[CH2:13][CH2:12][N:11]([C:14]([NH:16][C:17]3[CH:22]=[CH:21][C:20]([F:23])=[CH:19][C:18]=3[C:24]([F:25])([F:27])[F:26])=[O:15])[CH2:10][CH2:9]2)[CH2:5]1)#[N:2]. (2) Given the reactants [Cl:1][C:2]1[N:10]=[C:9]2[C:5]([N:6]=[CH:7][N:8]2[CH3:11])=[C:4]([N:12]2[CH2:17][CH2:16][O:15][CH2:14][CH2:13]2)[N:3]=1.[Li+].C[Si]([N-][Si](C)(C)C)(C)C.CN([CH:31]=[O:32])C, predict the reaction product. The product is: [Cl:1][C:2]1[N:10]=[C:9]2[C:5]([N:6]=[C:7]([CH:31]=[O:32])[N:8]2[CH3:11])=[C:4]([N:12]2[CH2:17][CH2:16][O:15][CH2:14][CH2:13]2)[N:3]=1. (3) Given the reactants [O:1]1[C:5]2[CH:6]=[CH:7][C:8]([S:10]([C:13]3[CH:23]=[CH:22][C:16]([CH2:17][NH:18]C(=O)C)=[CH:15][CH:14]=3)(=[O:12])=[O:11])=[CH:9][C:4]=2[O:3][CH2:2]1.[ClH:24], predict the reaction product. The product is: [ClH:24].[O:1]1[C:5]2[CH:6]=[CH:7][C:8]([S:10]([C:13]3[CH:23]=[CH:22][C:16]([CH2:17][NH2:18])=[CH:15][CH:14]=3)(=[O:12])=[O:11])=[CH:9][C:4]=2[O:3][CH2:2]1. (4) Given the reactants [F:1][C:2]1[CH:7]=[C:6]([F:8])[CH:5]=[C:4]([F:9])[CH:3]=1.C([N-]C(C)C)(C)C.[Li+].[CH2:18]([N:20]([CH2:42][CH3:43])[C@H:21]1[CH2:24][C@H:23]([CH2:25][N:26]2[C:34]3[C:29](=[C:30]([C:36]([F:39])([F:38])[F:37])[CH:31]=[C:32]([I:35])[CH:33]=3)[C:28](=[O:40])[C:27]2=[O:41])[CH2:22]1)[CH3:19].C(=O)(O)[O-].[Na+], predict the reaction product. The product is: [F:1][C:2]1[CH:7]=[C:6]([F:8])[CH:5]=[C:4]([F:9])[C:3]=1[C:28]1([OH:40])[C:29]2[C:34](=[CH:33][C:32]([I:35])=[CH:31][C:30]=2[C:36]([F:38])([F:39])[F:37])[N:26]([CH2:25][C@H:23]2[CH2:22][C@H:21]([N:20]([CH2:18][CH3:19])[CH2:42][CH3:43])[CH2:24]2)[C:27]1=[O:41]. (5) Given the reactants [CH3:1][O:2][C:3]1[N:8]=[CH:7][C:6]([CH:9]([O:13][C:14]2[CH:15]=[C:16]3[C:20](=[CH:21][CH:22]=2)[N:19]([C:23]2[CH:28]=[CH:27][CH:26]=[CH:25][N:24]=2)[N:18]=[CH:17]3)[CH:10]([NH2:12])[CH3:11])=[CH:5][CH:4]=1.C(N(CC)CC)C.[CH:36]1([S:39](Cl)(=[O:41])=[O:40])[CH2:38][CH2:37]1.[NH4+].[Cl-], predict the reaction product. The product is: [CH3:1][O:2][C:3]1[N:8]=[CH:7][C:6]([CH:9]([O:13][C:14]2[CH:15]=[C:16]3[C:20](=[CH:21][CH:22]=2)[N:19]([C:23]2[CH:28]=[CH:27][CH:26]=[CH:25][N:24]=2)[N:18]=[CH:17]3)[CH:10]([NH:12][S:39]([CH:36]2[CH2:38][CH2:37]2)(=[O:41])=[O:40])[CH3:11])=[CH:5][CH:4]=1. (6) Given the reactants [CH3:1][O:2][C:3]1[CH:4]=[C:5]2[C:10](=[CH:11][C:12]=1[O:13][CH3:14])[N:9]=[CH:8][CH:7]=[C:6]2[O:15][C:16]1[CH:22]=[CH:21][C:19]([NH2:20])=[C:18]([C:23]([F:26])([F:25])[F:24])[CH:17]=1.C(N(CC)CC)C.ClC(Cl)(O[C:38](=[O:44])OC(Cl)(Cl)Cl)Cl.[CH3:46][C:47]1[S:51][C:50]([CH:52]([NH2:54])[CH3:53])=[N:49][CH:48]=1, predict the reaction product. The product is: [CH3:1][O:2][C:3]1[CH:4]=[C:5]2[C:10](=[CH:11][C:12]=1[O:13][CH3:14])[N:9]=[CH:8][CH:7]=[C:6]2[O:15][C:16]1[CH:22]=[CH:21][C:19]([NH:20][C:38]([NH:54][CH:52]([C:50]2[S:51][C:47]([CH3:46])=[CH:48][N:49]=2)[CH3:53])=[O:44])=[C:18]([C:23]([F:25])([F:26])[F:24])[CH:17]=1. (7) Given the reactants [CH3:1][O:2][C:3]1[C:8]([C:9]2[CH:14]=[CH:13][C:12]([C:15]([F:18])([F:17])[F:16])=[CH:11][C:10]=2[CH2:19][S:20][C:21]2[CH:26]=[CH:25][CH:24]=[CH:23][CH:22]=2)=[CH:7][C:6]([CH2:27][C:28]([OH:30])=[O:29])=[CH:5][CH:4]=1.ClC1C=C(C=CC=1)C(OO)=[O:36], predict the reaction product. The product is: [C:21]1([S:20]([CH2:19][C:10]2[CH:11]=[C:12]([C:15]([F:18])([F:16])[F:17])[CH:13]=[CH:14][C:9]=2[C:8]2[C:3]([O:2][CH3:1])=[CH:4][CH:5]=[C:6]([CH2:27][C:28]([OH:30])=[O:29])[CH:7]=2)=[O:36])[CH:22]=[CH:23][CH:24]=[CH:25][CH:26]=1.